From a dataset of Forward reaction prediction with 1.9M reactions from USPTO patents (1976-2016). Predict the product of the given reaction. Given the reactants Br[C:2]1[CH:3]=[C:4]([NH:11][C:12]2[CH:17]=[CH:16][C:15]([N:18]3[CH2:23][CH2:22][N:21]([CH:24]4[CH2:27][O:26][CH2:25]4)[CH2:20][C@@H:19]3[CH3:28])=[CH:14][N:13]=2)[C:5]2[N:6]([CH:8]=[CH:9][N:10]=2)[N:7]=1.C([O:32][CH2:33][C:34]1[C:35]([N:49]2[CH2:61][CH2:60][N:52]3[C:53]4[CH2:54][CH2:55][CH2:56][CH2:57][C:58]=4[CH:59]=[C:51]3[C:50]2=[O:62])=[N:36][CH:37]=[CH:38][C:39]=1B1OC(C)(C)C(C)(C)O1)(=O)C.C1(P(C2CCCCC2)C2CCCCC2)CCCCC1.C(=O)([O-])[O-].[Cs+].[Cs+], predict the reaction product. The product is: [OH:32][CH2:33][C:34]1[C:35]([N:49]2[CH2:61][CH2:60][N:52]3[C:53]4[CH2:54][CH2:55][CH2:56][CH2:57][C:58]=4[CH:59]=[C:51]3[C:50]2=[O:62])=[N:36][CH:37]=[CH:38][C:39]=1[C:2]1[CH:3]=[C:4]([NH:11][C:12]2[CH:17]=[CH:16][C:15]([N:18]3[CH2:23][CH2:22][N:21]([CH:24]4[CH2:25][O:26][CH2:27]4)[CH2:20][C@@H:19]3[CH3:28])=[CH:14][N:13]=2)[C:5]2[N:6]([CH:8]=[CH:9][N:10]=2)[N:7]=1.